From a dataset of Reaction yield outcomes from USPTO patents with 853,638 reactions. Predict the reaction yield, written as a fraction of the theoretical maximum amount of product (1.0 means a 100% yield; for example, 0.34 means a 34% yield). (1) The reactants are Cl[C:2]1[N:7]=[C:6]([N:8]2[CH2:13][CH2:12][O:11][CH2:10][CH2:9]2)[CH:5]=[C:4]([C:14]2([S:17]([CH3:20])(=[O:19])=[O:18])[CH2:16][CH2:15]2)[N:3]=1.C(=O)([O-])[O-].[Na+].[Na+].[NH:27]1[C:35]2[C:30](=[C:31](B(O)O)[CH:32]=[CH:33][CH:34]=2)[CH:29]=[CH:28]1.COCCOC. The catalyst is CN(C=O)C.Cl[Pd](Cl)([P](C1C=CC=CC=1)(C1C=CC=CC=1)C1C=CC=CC=1)[P](C1C=CC=CC=1)(C1C=CC=CC=1)C1C=CC=CC=1.CCO.O. The product is [CH3:20][S:17]([C:14]1([C:4]2[CH:5]=[C:6]([N:8]3[CH2:13][CH2:12][O:11][CH2:10][CH2:9]3)[N:7]=[C:2]([C:31]3[CH:32]=[CH:33][CH:34]=[C:35]4[C:30]=3[CH:29]=[CH:28][NH:27]4)[N:3]=2)[CH2:16][CH2:15]1)(=[O:19])=[O:18]. The yield is 0.570. (2) The reactants are P(Br)(Br)[Br:2].[F:5][C:6]1[C:11]([N+:12]([O-:14])=[O:13])=[CH:10][CH:9]=[CH:8][C:7]=1[CH2:15]O. The catalyst is C(OCC)C. The product is [Br:2][CH2:15][C:7]1[CH:8]=[CH:9][CH:10]=[C:11]([N+:12]([O-:14])=[O:13])[C:6]=1[F:5]. The yield is 0.700. (3) The reactants are C(OC([N:8]1[CH2:13][CH2:12][O:11][C:10]2[CH:14]=[CH:15][C:16]([CH2:18][C:19](OC(C)(C)C)=[O:20])=[N:17][C:9]1=2)=O)(C)(C)C.[BH4-].[Li+]. The catalyst is C1COCC1. The product is [O:11]1[CH2:12][CH2:13][NH:8][C:9]2[N:17]=[C:16]([CH2:18][CH2:19][OH:20])[CH:15]=[CH:14][C:10]1=2. The yield is 0.940. (4) The reactants are [OH-].[Na+].[CH3:3][O:4][C:5]1[CH:12]=[CH:11][C:8]([CH2:9][SH:10])=[CH:7][CH:6]=1.[C:13](#[N:17])[CH2:14][C:15]#[N:16]. The catalyst is C(O)C.O.[NH4+].[Cl-].O. The product is [CH3:3][O:4][C:5]1[CH:12]=[CH:11][C:8]([CH2:9][S:10][C:13](=[NH:17])[CH2:14][C:15]#[N:16])=[CH:7][CH:6]=1. The yield is 0.600. (5) The reactants are [CH3:1][O:2][C:3]([C:5]1[NH:6][CH:7]=[C:8]([C:10]2[C:11]([C:16]3[CH:21]=[CH:20][CH:19]=[CH:18][CH:17]=3)=[N:12][O:13][C:14]=2[CH3:15])[N:9]=1)=[O:4].[C:22]1(OB([C:22]2[CH:27]=[CH:26][CH:25]=[CH:24][CH:23]=2)O)[CH:27]=[CH:26][CH:25]=[CH:24][CH:23]=1. No catalyst specified. The product is [CH3:1][O:2][C:3]([C:5]1[N:6]([C:22]2[CH:27]=[CH:26][CH:25]=[CH:24][CH:23]=2)[CH:7]=[C:8]([C:10]2[C:11]([C:16]3[CH:21]=[CH:20][CH:19]=[CH:18][CH:17]=3)=[N:12][O:13][C:14]=2[CH3:15])[N:9]=1)=[O:4]. The yield is 0.120.